This data is from Forward reaction prediction with 1.9M reactions from USPTO patents (1976-2016). The task is: Predict the product of the given reaction. (1) Given the reactants [N+:1]([C:4]1[CH:5]=[C:6]([NH:17][C:18]2[C:27]3[C:22](=[CH:23][CH:24]=[CH:25][CH:26]=3)[N:21]=[C:20]([C:28](O)=[O:29])[N:19]=2)[CH:7]=[C:8]([O:10][C:11]2[CH:16]=[CH:15][CH:14]=[CH:13][CH:12]=2)[CH:9]=1)([O-:3])=[O:2].C(N(CC)CC)C.CN(C(ON1N=NC2C=CC=NC1=2)=[N+](C)C)C.F[P-](F)(F)(F)(F)F.[CH2:62]([NH2:64])[CH3:63].C1COCC1, predict the reaction product. The product is: [CH2:62]([NH:64][C:28]([C:20]1[N:19]=[C:18]([NH:17][C:6]2[CH:7]=[C:8]([O:10][C:11]3[CH:16]=[CH:15][CH:14]=[CH:13][CH:12]=3)[CH:9]=[C:4]([N+:1]([O-:3])=[O:2])[CH:5]=2)[C:27]2[C:22](=[CH:23][CH:24]=[CH:25][CH:26]=2)[N:21]=1)=[O:29])[CH3:63]. (2) Given the reactants O[CH2:2][CH2:3][CH2:4][C:5]1[CH:12]=[CH:11][C:8]([C:9]#[N:10])=[CH:7][CH:6]=1.C1(P(C2C=CC=CC=2)C2C=CC=CC=2)C=CC=CC=1.C(Br)(Br)(Br)[Br:33], predict the reaction product. The product is: [Br:33][CH2:2][CH2:3][CH2:4][C:5]1[CH:12]=[CH:11][C:8]([C:9]#[N:10])=[CH:7][CH:6]=1. (3) Given the reactants [O:1]=[O+][O-].[Cl:4][C:5]1[CH:10]=[CH:9][C:8]([C:11]2[N:12]=[C:13]([C:21]3[O:22]C=CC=3)[C:14]3[CH:20]=[CH:19][CH:18]=[N:17][C:15]=3[N:16]=2)=[C:7]([F:26])[C:6]=1[O:27][CH3:28], predict the reaction product. The product is: [C:21]([C:13]1[C:14]2[CH:20]=[CH:19][CH:18]=[N:17][C:15]=2[N:16]=[C:11]([C:8]2[CH:9]=[CH:10][C:5]([Cl:4])=[C:6]([O:27][CH3:28])[C:7]=2[F:26])[N:12]=1)([OH:1])=[O:22].